From a dataset of Full USPTO retrosynthesis dataset with 1.9M reactions from patents (1976-2016). Predict the reactants needed to synthesize the given product. (1) Given the product [OH:31][CH:24]([C:25]1[CH:26]=[CH:27][CH:28]=[CH:29][CH:30]=1)[C:21]1[CH:22]=[CH:23][C:18]([O:17][CH2:16][CH2:15][CH2:14][O:13][C:10]2[CH:11]=[CH:12][C:7]([CH2:6][CH:5]([O:40][CH3:41])[C:4]([OH:42])=[O:3])=[CH:8][C:9]=2[CH2:32][CH2:33][C:34]2[CH:35]=[CH:36][CH:37]=[CH:38][CH:39]=2)=[CH:19][CH:20]=1, predict the reactants needed to synthesize it. The reactants are: C([O:3][C:4](=[O:42])[CH:5]([O:40][CH3:41])[CH2:6][C:7]1[CH:12]=[CH:11][C:10]([O:13][CH2:14][CH2:15][CH2:16][O:17][C:18]2[CH:23]=[CH:22][C:21]([C:24](=[O:31])[C:25]3[CH:30]=[CH:29][CH:28]=[CH:27][CH:26]=3)=[CH:20][CH:19]=2)=[C:9]([CH:32]=[CH:33][C:34]2[CH:39]=[CH:38][CH:37]=[CH:36][CH:35]=2)[CH:8]=1)C. (2) Given the product [NH2:22][CH:16]([C:4]1[CH:5]=[CH:6][C:7]([C:8]([N:10]2[CH2:15][CH2:14][O:13][CH2:12][CH2:11]2)=[O:9])=[C:2]([Br:1])[CH:3]=1)[CH3:17], predict the reactants needed to synthesize it. The reactants are: [Br:1][C:2]1[CH:3]=[C:4]([C:16](=O)[CH3:17])[CH:5]=[CH:6][C:7]=1[C:8]([N:10]1[CH2:15][CH2:14][O:13][CH2:12][CH2:11]1)=[O:9].CO.C([BH3-])#[N:22].[Na+]. (3) The reactants are: [OH:1][CH:2]1[CH2:7][CH2:6][CH:5]([CH2:8][O:9][C:10]([N:12]2[CH2:16][CH2:15][CH2:14][CH2:13]2)=[O:11])[CH2:4][CH2:3]1.[N:17]1[CH:22]=[CH:21][CH:20]=[CH:19][C:18]=1[C:23](Cl)=[O:24].C(N(CC)CC)C. Given the product [N:12]1([C:10]([O:9][CH2:8][CH:5]2[CH2:6][CH2:7][CH:2]([O:1][C:23]([C:18]3[CH:19]=[CH:20][CH:21]=[CH:22][N:17]=3)=[O:24])[CH2:3][CH2:4]2)=[O:11])[CH2:16][CH2:15][CH2:14][CH2:13]1, predict the reactants needed to synthesize it. (4) The reactants are: [C:9](O[C:9]([O:11][C:12]([CH3:15])([CH3:14])[CH3:13])=[O:10])([O:11][C:12]([CH3:15])([CH3:14])[CH3:13])=[O:10].[OH:16][C:17]1[C:18]([C:24]([NH2:26])=[NH:25])=[N:19][CH:20]=[C:21]([OH:23])[CH:22]=1.O1CCCC1.C(=O)([O-])[O-].[Na+].[Na+]. Given the product [C:12]([O:11][C:9](=[O:10])[NH:26][C:24]([C:18]1[C:17]([OH:16])=[CH:22][C:21]([OH:23])=[CH:20][N:19]=1)=[NH:25])([CH3:13])([CH3:14])[CH3:15], predict the reactants needed to synthesize it. (5) Given the product [C:11]([O:15][C:16](=[O:23])[NH:17][CH2:18][CH2:19][CH2:20][CH2:21][NH:22][CH2:9][C:3]1[C:2]([CH3:1])=[CH:7][C:6]([CH3:8])=[CH:5][N:4]=1)([CH3:14])([CH3:12])[CH3:13], predict the reactants needed to synthesize it. The reactants are: [CH3:1][C:2]1[C:3]([CH:9]=O)=[N:4][CH:5]=[C:6]([CH3:8])[CH:7]=1.[C:11]([O:15][C:16](=[O:23])[NH:17][CH2:18][CH2:19][CH2:20][CH2:21][NH2:22])([CH3:14])([CH3:13])[CH3:12]. (6) Given the product [CH:33]1([N:30]2[CH2:29][CH2:28][C:27]3[CH:37]=[CH:38][C:24]([N:20]4[CH2:19][C@H:18]([CH2:17][O:9][C:6]5[CH:7]=[CH:8][C:3]([C:1]#[N:2])=[CH:4][CH:5]=5)[O:22][C:21]4=[O:23])=[CH:25][C:26]=3[CH2:32][CH2:31]2)[CH2:34][CH2:35][CH2:36]1, predict the reactants needed to synthesize it. The reactants are: [C:1]([C:3]1[CH:8]=[CH:7][C:6]([OH:9])=[CH:5][CH:4]=1)#[N:2].[H-].[Na+].CS(O[CH2:17][C@@H:18]1[O:22][C:21](=[O:23])[N:20]([C:24]2[CH:38]=[CH:37][C:27]3[CH2:28][CH2:29][N:30]([CH:33]4[CH2:36][CH2:35][CH2:34]4)[CH2:31][CH2:32][C:26]=3[CH:25]=2)[CH2:19]1)(=O)=O. (7) Given the product [F:31][CH:30]([F:32])[N:10]1[N:9]=[CH:8][C:7]2[NH:6][C:1](=[O:5])[CH2:2][CH:21]=[CH:20][CH2:19][C@H:18]([NH:22][C:23](=[O:29])[O:24][C:25]([CH3:27])([CH3:28])[CH3:26])[C:14]3[CH:13]=[C:12]([CH:17]=[CH:16][N:15]=3)[C:11]1=2, predict the reactants needed to synthesize it. The reactants are: [C:1]([NH:6][C:7]1[CH:8]=[N:9][N:10]([CH:30]([F:32])[F:31])[C:11]=1[C:12]1[CH:17]=[CH:16][N:15]=[C:14]([C@@H:18]([NH:22][C:23](=[O:29])[O:24][C:25]([CH3:28])([CH3:27])[CH3:26])[CH2:19][CH:20]=[CH2:21])[CH:13]=1)(=[O:5])[CH2:2]C=C.